From a dataset of Reaction yield outcomes from USPTO patents with 853,638 reactions. Predict the reaction yield, written as a fraction of the theoretical maximum amount of product (1.0 means a 100% yield; for example, 0.34 means a 34% yield). (1) The reactants are C([O:4][CH2:5][C:6]1[C:11]([N:12]2[CH2:24][CH2:23][N:15]3[C:16]4[CH2:17][CH2:18][CH2:19][CH2:20][C:21]=4[CH:22]=[C:14]3[C:13]2=[O:25])=[CH:10][C:9]([F:26])=[CH:8][C:7]=1[C:27]1[CH:32]=[C:31]([NH:33][C:34]2[CH:39]=[CH:38][C:37]([N:40]3[CH2:45][CH2:44][N:43]([CH:46]4[CH2:49][O:48][CH2:47]4)[CH2:42][C@@H:41]3[CH2:50][CH3:51])=[CH:36][N:35]=2)[C:30](=[O:52])[N:29]([CH3:53])[CH:28]=1)(=O)C.[Li+].[OH-]. The catalyst is CC(O)C.C1COCC1.O. The product is [CH2:50]([C@H:41]1[CH2:42][N:43]([CH:46]2[CH2:47][O:48][CH2:49]2)[CH2:44][CH2:45][N:40]1[C:37]1[CH:38]=[CH:39][C:34]([NH:33][C:31]2[C:30](=[O:52])[N:29]([CH3:53])[CH:28]=[C:27]([C:7]3[C:6]([CH2:5][OH:4])=[C:11]([N:12]4[CH2:24][CH2:23][N:15]5[C:16]6[CH2:17][CH2:18][CH2:19][CH2:20][C:21]=6[CH:22]=[C:14]5[C:13]4=[O:25])[CH:10]=[C:9]([F:26])[CH:8]=3)[CH:32]=2)=[N:35][CH:36]=1)[CH3:51]. The yield is 0.250. (2) The reactants are [C:1]([C:5]1[CH:12]=[CH:11][C:10]([N+:13]([O-])=O)=[CH:9][C:6]=1[C:7]#[N:8])([CH3:4])([CH3:3])[CH3:2].C([O-])=O.[NH4+]. The catalyst is CCO.[Pd]. The product is [C:1]([C:5]1[CH:12]=[CH:11][C:10]([NH2:13])=[CH:9][C:6]=1[C:7]#[N:8])([CH3:4])([CH3:2])[CH3:3]. The yield is 0.910. (3) The reactants are [CH3:1][O:2][C:3]1[CH:20]=[CH:19][C:6]([CH2:7][O:8][CH2:9][CH:10]=[CH:11][CH2:12][O:13][C:14](=[O:18])[CH:15]=[N+]=[N-])=[CH:5][CH:4]=1. The catalyst is ClCCl. The product is [CH3:1][O:2][C:3]1[CH:20]=[CH:19][C:6]([CH2:7][O:8][CH2:9][C@@H:10]2[C@@H:15]3[C@H:11]2[CH2:12][O:13][C:14]3=[O:18])=[CH:5][CH:4]=1. The yield is 0.960. (4) The reactants are [CH3:1][O:2][C:3]1[CH:11]=[CH:10][C:6]([C:7]([OH:9])=O)=[CH:5][CH:4]=1.CCN(C(C)C)C(C)C.Cl.[O:22]=[C:23]1[NH:29][C:28]2[CH:30]=[CH:31][C:32]([C:34]([O:36][CH3:37])=[O:35])=[CH:33][C:27]=2[CH2:26][NH:25][CH2:24]1. The catalyst is ClCCCl. The product is [CH3:1][O:2][C:3]1[CH:4]=[CH:5][C:6]([C:7]([N:25]2[CH2:26][C:27]3[CH:33]=[C:32]([C:34]([O:36][CH3:37])=[O:35])[CH:31]=[CH:30][C:28]=3[NH:29][C:23](=[O:22])[CH2:24]2)=[O:9])=[CH:10][CH:11]=1. The yield is 0.620. (5) The reactants are [C:1]1([OH:7])[CH:6]=[CH:5][CH:4]=[CH:3][CH:2]=1.[H-].[Na+].[C:10]([O:14][C:15]([N:17]1[C:25]2[C:20](=[CH:21][CH:22]=[CH:23][CH:24]=2)[CH2:19][C@H:18]1[CH2:26]OS(C1C=CC(C)=CC=1)(=O)=O)=[O:16])([CH3:13])([CH3:12])[CH3:11]. The catalyst is C1COCC1.CN(C=O)C.[Cl-].[Na+].O. The product is [C:10]([O:14][C:15]([N:17]1[C:25]2[C:20](=[CH:21][CH:22]=[CH:23][CH:24]=2)[CH2:19][C@H:18]1[CH2:26][O:7][C:1]1[CH:6]=[CH:5][CH:4]=[CH:3][CH:2]=1)=[O:16])([CH3:13])([CH3:11])[CH3:12]. The yield is 0.740. (6) The reactants are Cl.[NH2:2][OH:3].[CH3:4][C:5]1[CH:10]=[CH:9][C:8]([C:11]2[N:15]([C:16]3[CH:21]=[CH:20][C:19]([S:22](Cl)(=[O:24])=[O:23])=[CH:18][CH:17]=3)[N:14]=[C:13]([C:26]([F:29])([F:28])[F:27])[CH:12]=2)=[CH:7][CH:6]=1. The catalyst is O.O1CCOCC1. The product is [OH:3][NH:2][S:22]([C:19]1[CH:20]=[CH:21][C:16]([N:15]2[C:11]([C:8]3[CH:9]=[CH:10][C:5]([CH3:4])=[CH:6][CH:7]=3)=[CH:12][C:13]([C:26]([F:29])([F:28])[F:27])=[N:14]2)=[CH:17][CH:18]=1)(=[O:23])=[O:24]. The yield is 0.750.